From a dataset of HIV replication inhibition screening data with 41,000+ compounds from the AIDS Antiviral Screen. Binary Classification. Given a drug SMILES string, predict its activity (active/inactive) in a high-throughput screening assay against a specified biological target. (1) The result is 0 (inactive). The drug is Cl.OCC1OC(n2cnc(C3=NCCCN3)n2)C(O)C1O. (2) The drug is Cc1cccc(NC(=S)NN=C(c2ccccc2)c2ccccn2)c1. The result is 0 (inactive). (3) The molecule is [O-][n+]1nc(N2CCOCC2)nc2ccccc21. The result is 0 (inactive). (4) The molecule is Cc1c(C(N)=C(C#N)C#N)c(=N)oc2ccccc12. The result is 0 (inactive). (5) The compound is CN(C)CC1CCCC(CN2CCCCC2)C1=O. The result is 0 (inactive). (6) The molecule is O=C1OCCC1(Br)C(Br)c1ccccc1. The result is 0 (inactive). (7) The drug is C=C1CCC2C(C)(C)CCCC2(C)C1Cc1cc(O)ccc1O. The result is 0 (inactive). (8) The molecule is O=C1c2ccccc2C(=O)N1n1c(Cc2ccc(Cl)cc2)n[nH]c1=O. The result is 0 (inactive). (9) The compound is Cn1cc(NC(=O)c2cc(NC(=O)c3cc(NC=O)cn3C)cn2C)cc1C(=O)NCCC(=N)N. The result is 0 (inactive).